From a dataset of Catalyst prediction with 721,799 reactions and 888 catalyst types from USPTO. Predict which catalyst facilitates the given reaction. (1) Reactant: [CH2:1]([O:8][C:9]1[CH:16]=[CH:15][C:12]([CH:13]=O)=[CH:11][C:10]=1[CH:17]1[CH2:21][CH2:20][CH2:19][CH2:18]1)[C:2]1[CH:7]=[CH:6][CH:5]=[CH:4][CH:3]=1.C1(P(C2C=CC=CC=2)(C2C=CC=CC=2)=[CH:29][C:30]([O:32][CH2:33][CH3:34])=[O:31])C=CC=CC=1. Product: [CH2:1]([O:8][C:9]1[CH:16]=[CH:15][C:12]([CH:13]=[CH:29][C:30]([O:32][CH2:33][CH3:34])=[O:31])=[CH:11][C:10]=1[CH:17]1[CH2:21][CH2:20][CH2:19][CH2:18]1)[C:2]1[CH:7]=[CH:6][CH:5]=[CH:4][CH:3]=1. The catalyst class is: 4. (2) Product: [CH3:1][O:2][C:3](=[O:22])[C:4]1[CH:13]=[C:12]([O:14][CH2:15][C:16]2[CH:21]=[CH:20][CH:19]=[CH:18][CH:17]=2)[CH:11]=[C:6]([C:7]([OH:9])=[O:8])[CH:5]=1. Reactant: [CH3:1][O:2][C:3](=[O:22])[C:4]1[CH:13]=[C:12]([O:14][CH2:15][C:16]2[CH:21]=[CH:20][CH:19]=[CH:18][CH:17]=2)[CH:11]=[C:6]([C:7]([O:9]C)=[O:8])[CH:5]=1.[OH-].[Na+]. The catalyst class is: 5. (3) Reactant: [Cl:1][C:2]1[CH:3]=[CH:4][C:5]([C:28]#[N:29])=[C:6]([C:8]2[C:13]([O:14][CH3:15])=[CH:12][N:11]([CH:16]([CH2:20][CH:21]3[CH2:26][CH2:25][CH2:24][CH2:23][O:22]3)[C:17](O)=[O:18])[C:10](=[O:27])[CH:9]=2)[CH:7]=1.N[C:31]1[CH:40]=[CH:39][C:34]([C:35]([O:37][CH3:38])=[O:36])=[CH:33][CH:32]=1.CC(C)[N:43]=C=NC(C)C. Product: [Cl:1][C:2]1[CH:3]=[CH:4][C:5]([C:28]#[N:29])=[C:6]([C:8]2[C:13]([O:14][CH3:15])=[CH:12][N:11]([CH:16]([CH2:20][CH:21]3[CH2:26][CH2:25][CH2:24][CH2:23][O:22]3)[C:17]([NH:43][C:39]3[CH:40]=[CH:31][CH:32]=[CH:33][C:34]=3[C:35]([O:37][CH3:38])=[O:36])=[O:18])[C:10](=[O:27])[CH:9]=2)[CH:7]=1. The catalyst class is: 9. (4) Product: [Br:16][C:17]1[C:18]([N:1]2[CH2:5][CH2:4][C@@H:3]([OH:6])[CH2:2]2)=[N:19][CH:20]=[C:21]([CH:36]=1)[C:22]([NH:24][C:25]1[CH:26]=[CH:27][C:28]([O:31][C:32]([Cl:35])([F:33])[F:34])=[CH:29][CH:30]=1)=[O:23]. Reactant: [NH:1]1[CH2:5][CH2:4][C@@H:3]([OH:6])[CH2:2]1.CCN(C(C)C)C(C)C.[Br:16][C:17]1[C:18](Cl)=[N:19][CH:20]=[C:21]([CH:36]=1)[C:22]([NH:24][C:25]1[CH:30]=[CH:29][C:28]([O:31][C:32]([Cl:35])([F:34])[F:33])=[CH:27][CH:26]=1)=[O:23].CCOC(C)=O. The catalyst class is: 41.